This data is from Reaction yield outcomes from USPTO patents with 853,638 reactions. The task is: Predict the reaction yield, written as a fraction of the theoretical maximum amount of product (1.0 means a 100% yield; for example, 0.34 means a 34% yield). (1) The reactants are N1(C([O-])=O)CCCCC1.[CH3:10][O:11][CH2:12][CH2:13][O:14][C:15]1[CH:20]=[CH:19][N:18]2[C:21]([C:24]3[CH:33]=[C:32]([C:34]4[O:38][CH:37]=[N:36][CH:35]=4)[C:31]4[C:26](=[C:27]([OH:39])[CH:28]=[CH:29][CH:30]=4)[N:25]=3)=[CH:22][N:23]=[C:17]2[CH:16]=1.[F:40][C@H:41]1[C@@H:46](OS(C)(=O)=O)[CH2:45][CH2:44][N:43](C(OC(C)(C)C)=O)[CH2:42]1.C([O-])([O-])=O.[Cs+].[Cs+]. The catalyst is CC(N(C)C)=O. The product is [F:40][C@H:41]1[C@H:46]([O:39][C:27]2[CH:28]=[CH:29][CH:30]=[C:31]3[C:26]=2[N:25]=[C:24]([C:21]2[N:18]4[CH:19]=[CH:20][C:15]([O:14][CH2:13][CH2:12][O:11][CH3:10])=[CH:16][C:17]4=[N:23][CH:22]=2)[CH:33]=[C:32]3[C:34]2[O:38][CH:37]=[N:36][CH:35]=2)[CH2:45][CH2:44][NH:43][CH2:42]1. The yield is 0.0300. (2) The reactants are CC1(C)CCCC(C)(C)N1.C([Li])CCC.[Cl:16][C:17]1[N:18]=[N:19][C:20]([O:24][CH3:25])=[CH:21][C:22]=1[CH3:23].[I:26]I. The catalyst is C1COCC1. The product is [Cl:16][C:17]1[N:18]=[N:19][C:20]([O:24][CH3:25])=[C:21]([I:26])[C:22]=1[CH3:23]. The yield is 0.680. (3) The reactants are [CH3:1][O:2][C:3]1[CH:4]=[C:5]([CH:14]([CH3:18])[C:15]([OH:17])=O)[CH:6]=[N:7][C:8]=1[NH:9][S:10]([CH3:13])(=[O:12])=[O:11].C(N=C=NCCCN(C)C)C.ON1C2C=CC=CC=2N=N1.[CH3:40][CH:41]1[CH2:46][CH2:45][N:44]([C:47]2[C:52]([CH2:53][NH2:54])=[CH:51][CH:50]=[C:49]([C:55]([F:58])([F:57])[F:56])[N:48]=2)[CH2:43][CH2:42]1. The catalyst is CN(C)C=O. The product is [CH3:1][O:2][C:3]1[CH:4]=[C:5]([CH:14]([CH3:18])[C:15]([NH:54][CH2:53][C:52]2[C:47]([N:44]3[CH2:45][CH2:46][CH:41]([CH3:40])[CH2:42][CH2:43]3)=[N:48][C:49]([C:55]([F:58])([F:56])[F:57])=[CH:50][CH:51]=2)=[O:17])[CH:6]=[N:7][C:8]=1[NH:9][S:10]([CH3:13])(=[O:11])=[O:12]. The yield is 0.780. (4) The reactants are [F:1][CH:2]([F:26])[O:3][C:4]1[CH:5]=[C:6]([CH:14]([C:16]2[C:24]3[C:19](=[N:20][CH:21]=[C:22]([Br:25])[CH:23]=3)[NH:18][CH:17]=2)[OH:15])[CH:7]=[C:8]([O:10][CH:11]([F:13])[F:12])[CH:9]=1.CC(OI1(OC(C)=O)(OC(C)=O)OC(=O)C2C=CC=CC1=2)=O. The product is [F:13][CH:11]([F:12])[O:10][C:8]1[CH:7]=[C:6]([C:14]([C:16]2[C:24]3[C:19](=[N:20][CH:21]=[C:22]([Br:25])[CH:23]=3)[NH:18][CH:17]=2)=[O:15])[CH:5]=[C:4]([O:3][CH:2]([F:26])[F:1])[CH:9]=1. The catalyst is O1CCCC1. The yield is 0.930. (5) The reactants are [F:1][C:2]([F:13])([F:12])[C:3]1[CH:4]=[C:5]([CH:9]=[CH:10][CH:11]=1)[C:6]([OH:8])=O.C(N1C=CN=C1)(N1C=CN=C1)=O.Cl.[NH2:27][CH2:28][C:29]1[CH:38]=[CH:37][CH:36]=[C:35]2[C:30]=1[C:31](=[O:48])[N:32]([CH:40]1[CH2:45][CH2:44][C:43](=[O:46])[NH:42][C:41]1=[O:47])[C:33]([CH3:39])=[N:34]2. The catalyst is CN(C=O)C. The product is [O:47]=[C:41]1[CH:40]([N:32]2[C:31](=[O:48])[C:30]3[C:35](=[CH:36][CH:37]=[CH:38][C:29]=3[CH2:28][NH:27][C:6](=[O:8])[C:5]3[CH:9]=[CH:10][CH:11]=[C:3]([C:2]([F:1])([F:13])[F:12])[CH:4]=3)[N:34]=[C:33]2[CH3:39])[CH2:45][CH2:44][C:43](=[O:46])[NH:42]1. The yield is 0.620. (6) The reactants are [C-:1]#[N:2].[K+].CS(O[CH2:9][C:10]1[CH:19]=[C:18]2[C:13]([CH2:14][CH2:15][N:16]([S:20]([C:23]3[C:28]([CH3:29])=[CH:27][C:26]([O:30][CH3:31])=[CH:25][C:24]=3[CH3:32])(=[O:22])=[O:21])[CH2:17]2)=[CH:12][CH:11]=1)(=O)=O. The catalyst is CCO.O.C(OCC)(=O)C. The product is [CH3:31][O:30][C:26]1[CH:25]=[C:24]([CH3:32])[C:23]([S:20]([N:16]2[CH2:15][CH2:14][C:13]3[C:18](=[CH:19][C:10]([CH2:9][C:1]#[N:2])=[CH:11][CH:12]=3)[CH2:17]2)(=[O:22])=[O:21])=[C:28]([CH3:29])[CH:27]=1. The yield is 0.710. (7) The reactants are [O:1]1[C:5]2[CH:6]=[CH:7][C:8]([CH:10]3[CH2:15][CH2:14][N:13](C(OC(C)(C)C)=O)[CH2:12][CH:11]3[O:23][CH2:24][C:25]3[CH:34]=[CH:33][C:32]4[C:27](=[CH:28][CH:29]=[CH:30][CH:31]=4)[CH:26]=3)=[CH:9][C:4]=2[O:3][CH2:2]1.[ClH:35]. The catalyst is CO. The product is [ClH:35].[O:1]1[C:5]2[CH:6]=[CH:7][C:8]([CH:10]3[CH2:15][CH2:14][NH:13][CH2:12][CH:11]3[O:23][CH2:24][C:25]3[CH:34]=[CH:33][C:32]4[C:27](=[CH:28][CH:29]=[CH:30][CH:31]=4)[CH:26]=3)=[CH:9][C:4]=2[O:3][CH2:2]1. The yield is 0.730. (8) The reactants are [Br:1][C:2]1[CH:7]=[CH:6][C:5](/[CH:8]=[CH:9]/[CH2:10][OH:11])=[CH:4][CH:3]=1.[Cr](O[Cr]([O-])(=O)=O)([O-])(=O)=O.[NH+]1C=CC=CC=1.[NH+]1C=CC=CC=1.CCCCCC. The catalyst is ClCCl. The product is [Br:1][C:2]1[CH:3]=[CH:4][C:5](/[CH:8]=[CH:9]/[CH:10]=[O:11])=[CH:6][CH:7]=1. The yield is 0.670. (9) The reactants are [NH2:1][C:2]1[C:11]2[C:6](=[CH:7][CH:8]=[CH:9][C:10]=2[O:12][CH2:13][C:14]([NH:17][C:18](=[O:32])[CH2:19][CH2:20][CH2:21][CH2:22][CH2:23][NH:24]C(OC(C)(C)C)=O)([CH3:16])[CH3:15])[N:5]=[C:4]([CH3:33])[C:3]=1[C:34]([OH:36])=[O:35].[F:37][C:38]([F:43])([F:42])[C:39]([OH:41])=[O:40]. The catalyst is C(Cl)Cl. The product is [F:37][C:38]([F:43])([F:42])[C:39]([O-:41])=[O:40].[NH3+:24][CH2:23][CH2:22][CH2:21][CH2:20][CH2:19][C:18]([NH:17][C:14]([CH3:16])([CH3:15])[CH2:13][O:12][C:10]1[CH:9]=[CH:8][CH:7]=[C:6]2[C:11]=1[C:2]([NH3+:1])=[C:3]([C:34]([OH:36])=[O:35])[C:4]([CH3:33])=[N:5]2)=[O:32].[F:37][C:38]([F:43])([F:42])[C:39]([O-:41])=[O:40]. The yield is 0.580.